Dataset: Forward reaction prediction with 1.9M reactions from USPTO patents (1976-2016). Task: Predict the product of the given reaction. (1) Given the reactants [CH2:1]1[CH:5]2[CH2:6][NH:7][CH2:8][CH:4]2[CH2:3][N:2]1[C:9]1[CH:14]=[C:13]([O:15][CH3:16])[N:12]=[C:11]([N:17]([CH3:19])[CH3:18])[N:10]=1.[F:20][C:21]1[CH:29]=[CH:28][C:24]([C:25](O)=[O:26])=[C:23]([N:30]2[N:34]=[CH:33][CH:32]=[N:31]2)[CH:22]=1.CN(C(ON1N=NC2C=CC=NC1=2)=[N+](C)C)C.F[P-](F)(F)(F)(F)F.CCN(C(C)C)C(C)C, predict the reaction product. The product is: [F:20][C:21]1[CH:29]=[CH:28][C:24]([C:25]([N:7]2[CH2:6][CH:5]3[CH2:1][N:2]([C:9]4[CH:14]=[C:13]([O:15][CH3:16])[N:12]=[C:11]([N:17]([CH3:18])[CH3:19])[N:10]=4)[CH2:3][CH:4]3[CH2:8]2)=[O:26])=[C:23]([N:30]2[N:34]=[CH:33][CH:32]=[N:31]2)[CH:22]=1. (2) Given the reactants [Cl:1][CH2:2][S:3]([NH:6][C:7]1[CH:12]=[C:11]([N:13]2[C:17](=[O:18])[C@H:16]3[CH2:19][C@@H:20](O)[CH2:21][N:15]3[C:14]2=[O:23])[C:10]([F:24])=[CH:9][C:8]=1[Cl:25])(=[O:5])=[O:4].[F:26]C(N(CC)CC)(F)C(F)F, predict the reaction product. The product is: [Cl:1][CH2:2][S:3]([NH:6][C:7]1[CH:12]=[C:11]([N:13]2[C:17](=[O:18])[C@H:16]3[CH2:19][C@H:20]([F:26])[CH2:21][N:15]3[C:14]2=[O:23])[C:10]([F:24])=[CH:9][C:8]=1[Cl:25])(=[O:5])=[O:4]. (3) Given the reactants [Br:1][C:2]1[CH:10]=[CH:9][C:5]([C:6](O)=[O:7])=[C:4]([CH3:11])[CH:3]=1.Cl, predict the reaction product. The product is: [Br:1][C:2]1[CH:10]=[CH:9][C:5]([CH2:6][OH:7])=[C:4]([CH3:11])[CH:3]=1.